Predict the reactants needed to synthesize the given product. From a dataset of Full USPTO retrosynthesis dataset with 1.9M reactions from patents (1976-2016). Given the product [C:23]([O:27][C:28]([NH:30][C:31]1[O:39][C:38]2[C:33](=[N:34][CH:35]=[C:36]([CH3:40])[CH:37]=2)[C:32]=1[C:41]([NH:1][C:2]1[CH:3]=[N:4][CH:5]=[CH:6][C:7]=1[N:8]1[CH2:13][C@H:12]([CH3:14])[CH2:11][C@H:10]([NH:15][C:16](=[O:22])[O:17][C:18]([CH3:21])([CH3:20])[CH3:19])[CH2:9]1)=[O:42])=[O:29])([CH3:26])([CH3:24])[CH3:25], predict the reactants needed to synthesize it. The reactants are: [NH2:1][C:2]1[CH:3]=[N:4][CH:5]=[CH:6][C:7]=1[N:8]1[CH2:13][C@H:12]([CH3:14])[CH2:11][C@H:10]([NH:15][C:16](=[O:22])[O:17][C:18]([CH3:21])([CH3:20])[CH3:19])[CH2:9]1.[C:23]([O:27][C:28]([NH:30][C:31]1[O:39][C:38]2[C:33](=[N:34][CH:35]=[C:36]([CH3:40])[CH:37]=2)[C:32]=1[C:41](O)=[O:42])=[O:29])([CH3:26])([CH3:25])[CH3:24].CCN(C(C)C)C(C)C.CN(C(ON1N=NC2C=CC=NC1=2)=[N+](C)C)C.F[P-](F)(F)(F)(F)F.